From a dataset of NCI-60 drug combinations with 297,098 pairs across 59 cell lines. Regression. Given two drug SMILES strings and cell line genomic features, predict the synergy score measuring deviation from expected non-interaction effect. (1) Drug 1: C1=CC(=CC=C1CCCC(=O)O)N(CCCl)CCCl. Drug 2: C1CNP(=O)(OC1)N(CCCl)CCCl. Cell line: HOP-92. Synergy scores: CSS=25.9, Synergy_ZIP=-5.76, Synergy_Bliss=-2.64, Synergy_Loewe=-17.1, Synergy_HSA=-7.66. (2) Drug 1: C1=NC2=C(N=C(N=C2N1C3C(C(C(O3)CO)O)O)F)N. Drug 2: C#CCC(CC1=CN=C2C(=N1)C(=NC(=N2)N)N)C3=CC=C(C=C3)C(=O)NC(CCC(=O)O)C(=O)O. Cell line: UACC-257. Synergy scores: CSS=52.7, Synergy_ZIP=4.43, Synergy_Bliss=-0.289, Synergy_Loewe=-27.0, Synergy_HSA=-2.17. (3) Drug 1: CN1CCC(CC1)COC2=C(C=C3C(=C2)N=CN=C3NC4=C(C=C(C=C4)Br)F)OC. Drug 2: CC=C1C(=O)NC(C(=O)OC2CC(=O)NC(C(=O)NC(CSSCCC=C2)C(=O)N1)C(C)C)C(C)C. Cell line: M14. Synergy scores: CSS=19.5, Synergy_ZIP=-7.62, Synergy_Bliss=-5.95, Synergy_Loewe=-53.7, Synergy_HSA=-8.15. (4) Drug 1: C1CN(CCN1C(=O)CCBr)C(=O)CCBr. Drug 2: COCCOC1=C(C=C2C(=C1)C(=NC=N2)NC3=CC=CC(=C3)C#C)OCCOC.Cl. Cell line: SK-MEL-5. Synergy scores: CSS=34.0, Synergy_ZIP=-4.78, Synergy_Bliss=-0.876, Synergy_Loewe=0.418, Synergy_HSA=0.643. (5) Drug 1: CC=C1C(=O)NC(C(=O)OC2CC(=O)NC(C(=O)NC(CSSCCC=C2)C(=O)N1)C(C)C)C(C)C. Drug 2: N.N.Cl[Pt+2]Cl. Cell line: MDA-MB-231. Synergy scores: CSS=76.5, Synergy_ZIP=-3.61, Synergy_Bliss=-0.974, Synergy_Loewe=0.205, Synergy_HSA=3.14.